From a dataset of Reaction yield outcomes from USPTO patents with 853,638 reactions. Predict the reaction yield, written as a fraction of the theoretical maximum amount of product (1.0 means a 100% yield; for example, 0.34 means a 34% yield). The reactants are [CH2:1]([N:8]1[CH2:13][CH2:12][CH:11]([NH:14][C:15](=O)[CH3:16])[CH2:10][CH2:9]1)[C:2]1[CH:7]=[CH:6][CH:5]=[CH:4][CH:3]=1.P(Cl)(Cl)(Cl)(Cl)Cl.[F:24][C:25]([F:31])([CH3:30])[C:26]([NH:28][NH2:29])=O.[OH-].[Na+]. The catalyst is ClCCl.C1(C)C=CC=CC=1.C(O)(=O)C. The product is [CH2:1]([N:8]1[CH2:13][CH2:12][CH:11]([N:14]2[C:15]([CH3:16])=[N:29][N:28]=[C:26]2[C:25]([F:31])([F:24])[CH3:30])[CH2:10][CH2:9]1)[C:2]1[CH:3]=[CH:4][CH:5]=[CH:6][CH:7]=1. The yield is 0.930.